This data is from Peptide-MHC class I binding affinity with 185,985 pairs from IEDB/IMGT. The task is: Regression. Given a peptide amino acid sequence and an MHC pseudo amino acid sequence, predict their binding affinity value. This is MHC class I binding data. The peptide sequence is ATNNVFRLK. The MHC is HLA-A02:01 with pseudo-sequence HLA-A02:01. The binding affinity (normalized) is 0.0847.